Dataset: Reaction yield outcomes from USPTO patents with 853,638 reactions. Task: Predict the reaction yield, written as a fraction of the theoretical maximum amount of product (1.0 means a 100% yield; for example, 0.34 means a 34% yield). (1) The reactants are [Cl:1][C:2]1[CH:7]=[C:6]([Cl:8])[CH:5]=[CH:4][C:3]=1[C:9]1[N:10]=[C:11](/[CH:18]=[CH:19]/[C:20]2[CH:25]=[CH:24][C:23]([O:26][CH3:27])=[CH:22][CH:21]=2)[N:12]([CH2:14][C:15](O)=[O:16])[CH:13]=1.[NH2:28][C:29]1[CH:38]=[CH:37][CH:36]=[C:35]2[C:30]=1[CH:31]=[CH:32][N:33]=[CH:34]2. No catalyst specified. The product is [Cl:1][C:2]1[CH:7]=[C:6]([Cl:8])[CH:5]=[CH:4][C:3]=1[C:9]1[N:10]=[C:11](/[CH:18]=[CH:19]/[C:20]2[CH:25]=[CH:24][C:23]([O:26][CH3:27])=[CH:22][CH:21]=2)[N:12]([CH2:14][C:15]([NH:28][C:29]2[CH:38]=[CH:37][CH:36]=[C:35]3[C:30]=2[CH:31]=[CH:32][N:33]=[CH:34]3)=[O:16])[CH:13]=1. The yield is 0.740. (2) The reactants are [OH:1][C:2]1[C:7]([CH:8]=[O:9])=[CH:6][C:5]([O:10][CH3:11])=[N:4][CH:3]=1.Cl.Cl[CH2:14][C:15]1[C:16]([C:21]2[CH:25]=[CH:24][N:23]([CH2:26][CH2:27][C:28]([O:30][CH3:31])=[O:29])[N:22]=2)=[N:17][CH:18]=[CH:19][CH:20]=1.C([O-])([O-])=O.[K+].[K+]. The catalyst is CN(C=O)C. The product is [CH:8]([C:7]1[CH:6]=[C:5]([O:10][CH3:11])[N:4]=[CH:3][C:2]=1[O:1][CH2:14][C:15]1[C:16]([C:21]2[CH:25]=[CH:24][N:23]([CH2:26][CH2:27][C:28]([O:30][CH3:31])=[O:29])[N:22]=2)=[N:17][CH:18]=[CH:19][CH:20]=1)=[O:9]. The yield is 1.00.